From a dataset of Catalyst prediction with 721,799 reactions and 888 catalyst types from USPTO. Predict which catalyst facilitates the given reaction. (1) Product: [Br:7][C:8]1[CH:9]=[C:10]([NH:11][S:3]([CH2:1][CH3:2])(=[O:5])=[O:4])[CH:12]=[CH:13][C:14]=1[O:15][C:16]1[CH:21]=[CH:20][C:19]([F:22])=[CH:18][C:17]=1[F:23]. The catalyst class is: 4. Reactant: [CH2:1]([S:3](Cl)(=[O:5])=[O:4])[CH3:2].[Br:7][C:8]1[CH:9]=[C:10]([CH:12]=[CH:13][C:14]=1[O:15][C:16]1[CH:21]=[CH:20][C:19]([F:22])=[CH:18][C:17]=1[F:23])[NH2:11].N1C=CC=CC=1.Cl. (2) Reactant: [BH4-].[Na+].[C:3]([C:6]1[CH:7]=[C:8]([C:23]([O:25][CH3:26])=[O:24])[CH:9]=[C:10]2[C:15]=1[O:14][C:13]([N:16]1[CH2:21][CH2:20][O:19][CH2:18][CH2:17]1)=[CH:12][C:11]2=[O:22])(=[O:5])[CH3:4]. Product: [OH:5][CH:3]([C:6]1[CH:7]=[C:8]([C:23]([O:25][CH3:26])=[O:24])[CH:9]=[C:10]2[C:15]=1[O:14][C:13]([N:16]1[CH2:21][CH2:20][O:19][CH2:18][CH2:17]1)=[CH:12][C:11]2=[O:22])[CH3:4]. The catalyst class is: 100. (3) Reactant: CO.[Cl:3][C:4]1[CH:9]=[CH:8][C:7]([N:10]2[CH:14]=[CH:13][CH:12]=[C:11]2/[CH:15]=[CH:16]/[C:17]([O:19][CH3:20])=[O:18])=[C:6]([C:21](=[O:31])[C:22]2[CH:27]=[CH:26][CH:25]=[C:24]([O:28][CH3:29])[C:23]=2[F:30])[CH:5]=1.[BH4-].[Na+]. The catalyst class is: 21. Product: [Cl:3][C:4]1[CH:9]=[CH:8][C:7]([N:10]2[CH:14]=[CH:13][CH:12]=[C:11]2/[CH:15]=[CH:16]/[C:17]([O:19][CH3:20])=[O:18])=[C:6]([CH:21]([C:22]2[CH:27]=[CH:26][CH:25]=[C:24]([O:28][CH3:29])[C:23]=2[F:30])[OH:31])[CH:5]=1.